From a dataset of Forward reaction prediction with 1.9M reactions from USPTO patents (1976-2016). Predict the product of the given reaction. (1) Given the reactants Cl[C:2]1[N:6]([CH2:7][CH2:8][CH2:9][C:10]([O:12][CH2:13][CH3:14])=[O:11])[C:5]2[C:15]([CH:19]([CH2:22][CH3:23])[CH2:20][CH3:21])=[CH:16][CH:17]=[CH:18][C:4]=2[N:3]=1.[CH3:24][O:25][C:26]1[CH:32]=[C:31]([O:33][CH3:34])[CH:30]=[CH:29][C:27]=1[NH2:28].C(=O)([O-])O.[Na+], predict the reaction product. The product is: [CH3:24][O:25][C:26]1[CH:32]=[C:31]([O:33][CH3:34])[CH:30]=[CH:29][C:27]=1[NH:28][C:2]1[N:6]([CH2:7][CH2:8][CH2:9][C:10]([O:12][CH2:13][CH3:14])=[O:11])[C:5]2[C:15]([CH:19]([CH2:22][CH3:23])[CH2:20][CH3:21])=[CH:16][CH:17]=[CH:18][C:4]=2[N:3]=1. (2) Given the reactants [C:1]([O:5][C:6]([N:8]1[CH2:13][CH2:12][N:11]([CH:14]([CH3:16])C)[CH2:10][C@@H:9]1[C:17]([OH:19])=[O:18])=[O:7])([CH3:4])([CH3:3])[CH3:2].[CH3:20]C(=C)CBr, predict the reaction product. The product is: [C:1]([O:5][C:6]([N:8]1[CH2:13][CH2:12][N:11]([CH2:14][CH:16]=[CH2:20])[CH2:10][C@@H:9]1[C:17]([OH:19])=[O:18])=[O:7])([CH3:2])([CH3:3])[CH3:4].